From a dataset of Catalyst prediction with 721,799 reactions and 888 catalyst types from USPTO. Predict which catalyst facilitates the given reaction. (1) Reactant: [Li]CCCC.Br[C:7]1[CH:12]=[CH:11][C:10]([O:13][CH2:14][CH2:15][CH2:16][O:17][CH3:18])=[CH:9][C:8]=1[CH2:19][CH2:20][O:21][Si:22]([CH:29]([CH3:31])[CH3:30])([CH:26]([CH3:28])[CH3:27])[CH:23]([CH3:25])[CH3:24].[B:32](OC(C)C)([O:37]C(C)C)[O:33]C(C)C. Product: [CH3:18][O:17][CH2:16][CH2:15][CH2:14][O:13][C:10]1[CH:11]=[CH:12][C:7]([B:32]([OH:37])[OH:33])=[C:8]([CH2:19][CH2:20][O:21][Si:22]([CH:29]([CH3:31])[CH3:30])([CH:26]([CH3:28])[CH3:27])[CH:23]([CH3:25])[CH3:24])[CH:9]=1. The catalyst class is: 1. (2) Reactant: [H-].[Na+].[CH3:3][C:4]1[CH:5]=[N:6][NH:7][CH:8]=1.Br[CH:10]([CH2:18][CH2:19]Br)[C:11]([O:13][C:14]([CH3:17])([CH3:16])[CH3:15])=[O:12]. Product: [CH3:3][C:4]1[CH:5]=[N:6][N:7]([C:10]2([C:11]([O:13][C:14]([CH3:17])([CH3:16])[CH3:15])=[O:12])[CH2:19][CH2:18]2)[CH:8]=1. The catalyst class is: 7.